Dataset: CYP3A4 inhibition data for predicting drug metabolism from PubChem BioAssay. Task: Regression/Classification. Given a drug SMILES string, predict its absorption, distribution, metabolism, or excretion properties. Task type varies by dataset: regression for continuous measurements (e.g., permeability, clearance, half-life) or binary classification for categorical outcomes (e.g., BBB penetration, CYP inhibition). Dataset: cyp3a4_veith. (1) The molecule is O=C(CN1C(=O)C2C3C=CC(C3)C2C1=O)NC1CCCc2ccccc21. The result is 1 (inhibitor). (2) The result is 0 (non-inhibitor). The drug is Cc1nn(-c2ccccc2)c(Cl)c1C(=O)Nc1c(C)n(C)n(-c2ccccc2)c1=O. (3) The molecule is O=C(Cc1ccc(Cl)cc1)Nc1cccc(-c2nnc(-c3ccco3)o2)c1. The result is 1 (inhibitor). (4) The compound is NC(=O)c1ccccc1-c1nc(-n2ccnc2)c2ccccc2n1. The result is 1 (inhibitor).